This data is from Full USPTO retrosynthesis dataset with 1.9M reactions from patents (1976-2016). The task is: Predict the reactants needed to synthesize the given product. (1) Given the product [O:1]1[C:5]2[CH:6]=[CH:7][C:8]([CH:10]=[C:11]3[S:15][C:14](=[N:31][CH2:24][C:25]4[CH:30]=[CH:29][CH:28]=[CH:27][CH:26]=4)[NH:13][C:12]3=[O:17])=[CH:9][C:4]=2[O:3][CH2:2]1, predict the reactants needed to synthesize it. The reactants are: [O:1]1[C:5]2[CH:6]=[CH:7][C:8]([CH:10]=[C:11]3[S:15][C:14](=S)[NH:13][C:12]3=[O:17])=[CH:9][C:4]=2[O:3][CH2:2]1.C([O-])([O-])=O.[Na+].[Na+].[CH2:24]([NH2:31])[C:25]1[CH:30]=[CH:29][CH:28]=[CH:27][CH:26]=1. (2) Given the product [C:1]([O:5][C:6]([NH:7][C@@H:8]([C@@H:9]([C:11]1[CH:12]=[CH:13][CH:14]=[CH:15][CH:16]=1)[CH3:10])[C:17]([OH:18])=[O:37])=[O:31])([CH3:2])([CH3:3])[CH3:4], predict the reactants needed to synthesize it. The reactants are: [C:1]([O:5][C:6](=[O:31])[NH:7][C@H:8]([C:17](N1[C@@H](C2C=CC=CC=2)COC1=O)=[O:18])[C@@H:9]([C:11]1[CH:16]=[CH:15][CH:14]=[CH:13][CH:12]=1)[CH3:10])([CH3:4])([CH3:3])[CH3:2].OO.[OH-].[Li+].S([O-])(O)=[O:37].[Na+]. (3) Given the product [CH2:1]([O:3][CH2:4][C:5]1([C:10](=[O:12])[CH2:17][C:16]#[N:18])[CH2:6][CH2:7][CH2:8][CH2:9]1)[CH3:2], predict the reactants needed to synthesize it. The reactants are: [CH2:1]([O:3][CH2:4][C:5]1([C:10]([O:12]C)=O)[CH2:9][CH2:8][CH2:7][CH2:6]1)[CH3:2].[H-].[Na+].[C:16](#[N:18])[CH3:17].